This data is from Forward reaction prediction with 1.9M reactions from USPTO patents (1976-2016). The task is: Predict the product of the given reaction. Given the reactants [N:1]1[CH:6]=[CH:5][CH:4]=[CH:3][C:2]=1[CH2:7][CH2:8][S:9][C:10]1[CH:15]=[CH:14][C:13]([NH:16][C:17]([C:19]2[C:20]([C:25]3[CH:30]=[CH:29][C:28]([C:31]([F:34])([F:33])[F:32])=[CH:27][CH:26]=3)=[CH:21][CH:22]=[CH:23][CH:24]=2)=[O:18])=[CH:12][CH:11]=1.[OH:35]OS([O-])=O.[K+].S([O-])([O-])(=O)=S.[Na+].[Na+].[OH2:48], predict the reaction product. The product is: [N:1]1[CH:6]=[CH:5][CH:4]=[CH:3][C:2]=1[CH2:7][CH2:8][S:9]([C:10]1[CH:11]=[CH:12][C:13]([NH:16][C:17]([C:19]2[C:20]([C:25]3[CH:26]=[CH:27][C:28]([C:31]([F:34])([F:32])[F:33])=[CH:29][CH:30]=3)=[CH:21][CH:22]=[CH:23][CH:24]=2)=[O:18])=[CH:14][CH:15]=1)(=[O:35])=[O:48].